This data is from NCI-60 drug combinations with 297,098 pairs across 59 cell lines. The task is: Regression. Given two drug SMILES strings and cell line genomic features, predict the synergy score measuring deviation from expected non-interaction effect. (1) Drug 1: C1CCC(C1)C(CC#N)N2C=C(C=N2)C3=C4C=CNC4=NC=N3. Drug 2: C1CC(=O)NC(=O)C1N2CC3=C(C2=O)C=CC=C3N. Cell line: HOP-92. Synergy scores: CSS=6.35, Synergy_ZIP=0.440, Synergy_Bliss=1.36, Synergy_Loewe=2.51, Synergy_HSA=2.53. (2) Drug 1: C1=NNC2=C1C(=O)NC=N2. Drug 2: C(CN)CNCCSP(=O)(O)O. Cell line: SN12C. Synergy scores: CSS=1.27, Synergy_ZIP=1.43, Synergy_Bliss=4.51, Synergy_Loewe=-2.42, Synergy_HSA=-1.38. (3) Drug 1: CN(C(=O)NC(C=O)C(C(C(CO)O)O)O)N=O. Drug 2: CC1C(C(CC(O1)OC2CC(CC3=C2C(=C4C(=C3O)C(=O)C5=C(C4=O)C(=CC=C5)OC)O)(C(=O)CO)O)N)O.Cl. Cell line: MALME-3M. Synergy scores: CSS=53.5, Synergy_ZIP=-3.88, Synergy_Bliss=-4.40, Synergy_Loewe=-3.21, Synergy_HSA=-2.02. (4) Drug 1: C1CCC(C1)C(CC#N)N2C=C(C=N2)C3=C4C=CNC4=NC=N3. Drug 2: C1=CN(C=N1)CC(O)(P(=O)(O)O)P(=O)(O)O. Cell line: CCRF-CEM. Synergy scores: CSS=-1.08, Synergy_ZIP=0.820, Synergy_Bliss=0.547, Synergy_Loewe=-0.600, Synergy_HSA=-1.67. (5) Cell line: SF-539. Drug 2: C1CN(P(=O)(OC1)NCCCl)CCCl. Drug 1: C1=NC2=C(N=C(N=C2N1C3C(C(C(O3)CO)O)O)F)N. Synergy scores: CSS=2.30, Synergy_ZIP=2.19, Synergy_Bliss=6.09, Synergy_Loewe=1.44, Synergy_HSA=0.773. (6) Drug 1: CS(=O)(=O)CCNCC1=CC=C(O1)C2=CC3=C(C=C2)N=CN=C3NC4=CC(=C(C=C4)OCC5=CC(=CC=C5)F)Cl. Drug 2: CC1=C(N=C(N=C1N)C(CC(=O)N)NCC(C(=O)N)N)C(=O)NC(C(C2=CN=CN2)OC3C(C(C(C(O3)CO)O)O)OC4C(C(C(C(O4)CO)O)OC(=O)N)O)C(=O)NC(C)C(C(C)C(=O)NC(C(C)O)C(=O)NCCC5=NC(=CS5)C6=NC(=CS6)C(=O)NCCC[S+](C)C)O. Cell line: NCI-H322M. Synergy scores: CSS=16.5, Synergy_ZIP=-6.20, Synergy_Bliss=-0.0536, Synergy_Loewe=-1.50, Synergy_HSA=-1.39. (7) Drug 1: C1=NC2=C(N1)C(=S)N=C(N2)N. Drug 2: C1CC(C1)(C(=O)O)C(=O)O.[NH2-].[NH2-].[Pt+2]. Cell line: HS 578T. Synergy scores: CSS=19.2, Synergy_ZIP=-13.3, Synergy_Bliss=-12.8, Synergy_Loewe=-13.4, Synergy_HSA=-11.2. (8) Drug 1: C1CN1P(=S)(N2CC2)N3CC3. Drug 2: C1=CN(C=N1)CC(O)(P(=O)(O)O)P(=O)(O)O. Cell line: SF-539. Synergy scores: CSS=13.1, Synergy_ZIP=-4.12, Synergy_Bliss=0.480, Synergy_Loewe=-0.573, Synergy_HSA=-0.329. (9) Drug 1: CC1OCC2C(O1)C(C(C(O2)OC3C4COC(=O)C4C(C5=CC6=C(C=C35)OCO6)C7=CC(=C(C(=C7)OC)O)OC)O)O. Drug 2: CN(C)N=NC1=C(NC=N1)C(=O)N. Cell line: HOP-92. Synergy scores: CSS=37.9, Synergy_ZIP=2.37, Synergy_Bliss=3.89, Synergy_Loewe=-2.31, Synergy_HSA=4.79. (10) Drug 1: CS(=O)(=O)C1=CC(=C(C=C1)C(=O)NC2=CC(=C(C=C2)Cl)C3=CC=CC=N3)Cl. Drug 2: CC1=C(C(CCC1)(C)C)C=CC(=CC=CC(=CC(=O)O)C)C. Cell line: EKVX. Synergy scores: CSS=5.01, Synergy_ZIP=-0.810, Synergy_Bliss=1.09, Synergy_Loewe=-1.76, Synergy_HSA=-1.59.